Dataset: Forward reaction prediction with 1.9M reactions from USPTO patents (1976-2016). Task: Predict the product of the given reaction. (1) Given the reactants [CH2:1]([O:3][C:4](=[O:13])[C@H:5]1[O:12][C@@H:6]1[C:7]([O:9]CC)=[O:8])[CH3:2].C(OC(=O)C1OC1C(OCC)=O)C, predict the reaction product. The product is: [CH2:1]([O:3][C:4](=[O:13])[CH:5]1[O:12][CH:6]1[C:7]([OH:9])=[O:8])[CH3:2]. (2) Given the reactants [ClH:1].C(OC([N:9]1[CH2:14][CH2:13][CH:12]([C:15](=[O:36])[C:16]2[CH:21]=[CH:20][C:19]([S:22]([C:25]3[CH:34]=[CH:33][C:32]4[C:27](=[CH:28][CH:29]=[C:30]([Br:35])[CH:31]=4)[CH:26]=3)(=[O:24])=[O:23])=[CH:18][CH:17]=2)[CH2:11][CH2:10]1)=O)(C)(C)C, predict the reaction product. The product is: [ClH:1].[Br:35][C:30]1[CH:31]=[C:32]2[C:27](=[CH:28][CH:29]=1)[CH:26]=[C:25]([S:22]([C:19]1[CH:18]=[CH:17][C:16]([C:15]([CH:12]3[CH2:11][CH2:10][NH:9][CH2:14][CH2:13]3)=[O:36])=[CH:21][CH:20]=1)(=[O:24])=[O:23])[CH:34]=[CH:33]2. (3) Given the reactants [Cl:1][C:2]1[CH:3]=[C:4]([CH:8]=[CH:9][C:10]=1[F:11])[C:5]([OH:7])=[O:6].[CH3:12][C:13]1C=CC(S(O)(=O)=O)=CC=1.O.[OH-].[Na+], predict the reaction product. The product is: [CH2:12]([O:6][C:5](=[O:7])[C:4]1[CH:8]=[CH:9][C:10]([F:11])=[C:2]([Cl:1])[CH:3]=1)[CH3:13].